Dataset: CYP1A2 inhibition data for predicting drug metabolism from PubChem BioAssay. Task: Regression/Classification. Given a drug SMILES string, predict its absorption, distribution, metabolism, or excretion properties. Task type varies by dataset: regression for continuous measurements (e.g., permeability, clearance, half-life) or binary classification for categorical outcomes (e.g., BBB penetration, CYP inhibition). Dataset: cyp1a2_veith. (1) The molecule is Cc1ccccc1CS(=O)(=O)Cc1ccc(C(=O)NCc2cccnc2)o1. The result is 1 (inhibitor). (2) The molecule is O=C(Cc1ncc(C(F)(F)F)cc1Cl)Nc1cccc(Br)c1. The result is 1 (inhibitor). (3) The compound is C[C@@H]1[C@@H](C)N1C[C@H](O)Cn1ccnc1[N+](=O)[O-]. The result is 0 (non-inhibitor). (4) The drug is Cc1ccc(/S(C)=N/S(=O)(=O)c2ccc(C)cc2)cc1. The result is 0 (non-inhibitor). (5) The drug is Cc1c(Cl)c(S(N)(=O)=O)cc(S(N)(=O)=O)c1NC(=O)c1ccc(Cl)cc1. The result is 0 (non-inhibitor). (6) The molecule is CC1=C(C(=O)O)N2C(=O)[C@@H](NC(=O)[C@@H](N)C3=CCC=CC3)[C@@H]2SC1. The result is 0 (non-inhibitor). (7) The drug is c1ccc2c(CSCCc3ccncc3)cccc2c1. The result is 1 (inhibitor). (8) The molecule is O=c1c(-c2cccc(Cl)c2)nc2cncnc2n1C1CC1. The result is 1 (inhibitor).